Dataset: NCI-60 drug combinations with 297,098 pairs across 59 cell lines. Task: Regression. Given two drug SMILES strings and cell line genomic features, predict the synergy score measuring deviation from expected non-interaction effect. (1) Drug 1: CN1CCC(CC1)COC2=C(C=C3C(=C2)N=CN=C3NC4=C(C=C(C=C4)Br)F)OC. Drug 2: C1=CC(=CC=C1C#N)C(C2=CC=C(C=C2)C#N)N3C=NC=N3. Cell line: CAKI-1. Synergy scores: CSS=29.0, Synergy_ZIP=-5.27, Synergy_Bliss=-5.37, Synergy_Loewe=-23.5, Synergy_HSA=-2.71. (2) Cell line: SK-MEL-28. Drug 2: C1CN1C2=NC(=NC(=N2)N3CC3)N4CC4. Synergy scores: CSS=16.5, Synergy_ZIP=-6.99, Synergy_Bliss=0.376, Synergy_Loewe=-0.320, Synergy_HSA=2.13. Drug 1: CCN(CC)CCNC(=O)C1=C(NC(=C1C)C=C2C3=C(C=CC(=C3)F)NC2=O)C. (3) Drug 1: C(=O)(N)NO. Drug 2: C1=CC=C(C(=C1)C(C2=CC=C(C=C2)Cl)C(Cl)Cl)Cl. Cell line: KM12. Synergy scores: CSS=-10.2, Synergy_ZIP=10.6, Synergy_Bliss=11.8, Synergy_Loewe=-7.37, Synergy_HSA=-5.26. (4) Cell line: COLO 205. Drug 2: CCCS(=O)(=O)NC1=C(C(=C(C=C1)F)C(=O)C2=CNC3=C2C=C(C=N3)C4=CC=C(C=C4)Cl)F. Drug 1: C1=C(C(=O)NC(=O)N1)N(CCCl)CCCl. Synergy scores: CSS=56.4, Synergy_ZIP=-1.58, Synergy_Bliss=-2.10, Synergy_Loewe=-2.38, Synergy_HSA=1.90. (5) Drug 1: CN1CCC(CC1)COC2=C(C=C3C(=C2)N=CN=C3NC4=C(C=C(C=C4)Br)F)OC. Drug 2: C1CN(P(=O)(OC1)NCCCl)CCCl. Cell line: A549. Synergy scores: CSS=8.62, Synergy_ZIP=-1.63, Synergy_Bliss=-0.387, Synergy_Loewe=-11.5, Synergy_HSA=0.197. (6) Cell line: HT29. Drug 2: C1CC(C1)(C(=O)O)C(=O)O.[NH2-].[NH2-].[Pt+2]. Synergy scores: CSS=43.8, Synergy_ZIP=-3.77, Synergy_Bliss=-2.43, Synergy_Loewe=-9.24, Synergy_HSA=0.746. Drug 1: C1=CC(=CC=C1CCC2=CNC3=C2C(=O)NC(=N3)N)C(=O)NC(CCC(=O)O)C(=O)O.